From a dataset of Catalyst prediction with 721,799 reactions and 888 catalyst types from USPTO. Predict which catalyst facilitates the given reaction. Reactant: [CH2:1]([C:3]1([CH2:16][CH3:17])[C:8]2[CH:9]=[C:10]([OH:13])[CH:11]=[CH:12][C:7]=2[N:6]([CH3:14])[C:5](=[O:15])[O:4]1)[CH3:2].[Cl:18][C:19]1[CH:20]=[C:21](B(O)O)[CH:22]=[CH:23][C:24]=1[F:25].C(N(CC)CC)C. Product: [Cl:18][C:19]1[CH:20]=[C:21]([CH:22]=[CH:23][C:24]=1[F:25])[O:13][C:10]1[CH:11]=[CH:12][C:7]2[N:6]([CH3:14])[C:5](=[O:15])[O:4][C:3]([CH2:1][CH3:2])([CH2:16][CH3:17])[C:8]=2[CH:9]=1. The catalyst class is: 302.